This data is from Full USPTO retrosynthesis dataset with 1.9M reactions from patents (1976-2016). The task is: Predict the reactants needed to synthesize the given product. (1) Given the product [N:84]1([C:2]2[CH:3]=[CH:4][C:5]([NH:26][C:58]([C:60]3[CH:61]=[C:62]([CH:70]=[CH:71][CH:72]=3)[CH2:63][S:64][CH2:65][CH2:66][C:67]([OH:69])=[O:68])=[O:59])=[C:6]([C:7](=[O:8])[NH:9][C:10]3[CH:14]=[CH:13][N:12]([C:15]4[CH:20]=[CH:19][CH:18]=[C:17]([C:21]([F:24])([F:23])[F:22])[CH:16]=4)[N:11]=3)[CH:25]=2)[CH2:87][CH2:92][CH2:91][CH2:90][CH2:93]1, predict the reactants needed to synthesize it. The reactants are: Cl[C:2]1[CH:3]=[CH:4][C:5]([N+:26]([O-])=O)=[C:6]([CH:25]=1)[C:7]([NH:9][C:10]1[CH:14]=[CH:13][N:12]([C:15]2[CH:20]=[CH:19][CH:18]=[C:17]([C:21]([F:24])([F:23])[F:22])[CH:16]=2)[N:11]=1)=[O:8].CC1C=C(N2C=CC(NC(C3C=C(N4CCCCC4)C=CC=3N[C:58]([C:60]3[CH:61]=[C:62]([CH:70]=[CH:71][CH:72]=3)[CH2:63][S:64][CH2:65][CH2:66][C:67]([OH:69])=[O:68])=[O:59])=O)=N2)C=CC=1C.ClC1C=CC([N+]([O-])=O)=C(C=1)C(NC1C=C[N:84]([C:87]2[CH:92]=[CH:91][C:90]([CH3:93])=C(C)C=2)N=1)=O. (2) Given the product [CH:30]1([N:14]([CH2:13][CH2:12][CH2:11][C:5]2[C:4]3[C:8](=[CH:9][CH:10]=[C:2]([F:1])[CH:3]=3)[NH:7][CH:6]=2)[C@@H:15]2[CH2:24][C:23]3[C:22]([C:25]([NH2:41])=[O:26])=[CH:21][CH:20]=[C:19]([O:28][CH3:29])[C:18]=3[O:17][CH2:16]2)[CH2:33][CH2:32][CH2:31]1, predict the reactants needed to synthesize it. The reactants are: [F:1][C:2]1[CH:3]=[C:4]2[C:8](=[CH:9][CH:10]=1)[NH:7][CH:6]=[C:5]2[CH2:11][CH2:12][CH2:13][NH:14][C@@H:15]1[CH2:24][C:23]2[C:22]([C:25](O)=[O:26])=[CH:21][CH:20]=[C:19]([O:28][CH3:29])[C:18]=2[O:17][CH2:16]1.[C:30]1(=O)[CH2:33][CH2:32][CH2:31]1.CC(O)=O.[BH3-]C#[N:41].[Na+]. (3) Given the product [F:1][C:2]([F:14])([F:13])[C:72]([OH:73])=[O:33].[CH3:35][NH:34][C:32]([C:30]1[S:31][C:27]([CH2:26][CH2:25][CH2:24][CH2:23][C:20]2[N:21]=[N:22][C:17]([NH:16][C:10](=[O:12])[CH2:9][C:5]3[CH:4]=[C:3]([C:2]([F:1])([F:14])[F:13])[CH:8]=[CH:7][N:6]=3)=[CH:18][CH:19]=2)=[N:28][N:29]=1)=[O:33], predict the reactants needed to synthesize it. The reactants are: [F:1][C:2]([F:14])([F:13])[C:3]1[CH:8]=[CH:7][N:6]=[C:5]([CH2:9][C:10]([O-:12])=O)[CH:4]=1.[Li+].[NH2:16][C:17]1[N:22]=[N:21][C:20]([CH2:23][CH2:24][CH2:25][CH2:26][C:27]2[S:31][C:30]([C:32]([NH:34][CH3:35])=[O:33])=[N:29][N:28]=2)=[CH:19][CH:18]=1.CN(C(ON1N=NC2C=CC=NC1=2)=[N+](C)C)C.F[P-](F)(F)(F)(F)F.CCN(C(C)C)C(C)C.CN([CH:72]=[O:73])C. (4) Given the product [C:12]([N:4]1[CH2:3][C:2]([CH3:15])([CH3:1])[C:11]2[C:6](=[CH:7][C:8]([S:17]([Cl:16])(=[O:19])=[O:18])=[CH:9][CH:10]=2)[CH2:5]1)(=[O:14])[CH3:13], predict the reactants needed to synthesize it. The reactants are: [CH3:1][C:2]1([CH3:15])[C:11]2[C:6](=[CH:7][CH:8]=[CH:9][CH:10]=2)[CH2:5][N:4]([C:12](=[O:14])[CH3:13])[CH2:3]1.[Cl:16][S:17](O)(=[O:19])=[O:18].O.